The task is: Predict the product of the given reaction.. This data is from Forward reaction prediction with 1.9M reactions from USPTO patents (1976-2016). (1) Given the reactants [O:1]=[S:2]1(=[O:40])[CH2:6][CH2:5][CH:4]=[C:3]1[C:7]1[CH:39]=[CH:38][C:10]2[NH:11][C:12]([C:17]3[C:18](=[O:37])[N:19]([CH2:29][C:30]4[CH:35]=[CH:34][C:33]([F:36])=[CH:32][CH:31]=4)[C@@H:20]4[C@H:25]([C:26]=3[OH:27])[C@@H:24]3[CH2:28][C@H:21]4[CH2:22][CH2:23]3)=[N:13][S:14](=[O:16])(=[O:15])[C:9]=2[CH:8]=1, predict the reaction product. The product is: [O:40]=[S:2]1(=[O:1])[CH2:6][CH2:5][CH2:4][CH:3]1[C:7]1[CH:39]=[CH:38][C:10]2[NH:11][C:12]([C:17]3[C:18](=[O:37])[N:19]([CH2:29][C:30]4[CH:31]=[CH:32][C:33]([F:36])=[CH:34][CH:35]=4)[C@@H:20]4[C@H:25]([C:26]=3[OH:27])[C@@H:24]3[CH2:28][C@H:21]4[CH2:22][CH2:23]3)=[N:13][S:14](=[O:15])(=[O:16])[C:9]=2[CH:8]=1.[O:40]=[S:2]1(=[O:1])[CH2:6][CH2:5][CH2:4][CH:3]1[C:7]1[CH:39]=[CH:38][C:10]2[NH:11][C:12]([C@@:21]34[CH2:28][C@H:24]([CH2:23][CH2:22]3)[C@@H:25]3[C@@H:20]4[N:19]([CH2:29][C:30]4[CH:35]=[CH:34][C:33]([F:36])=[CH:32][CH:31]=4)[C:18](=[O:37])[CH:17]=[C:26]3[OH:27])=[N:13][S:14](=[O:15])(=[O:16])[C:9]=2[CH:8]=1. (2) The product is: [CH3:1][O:2][C:3]1[CH:8]=[CH:7][C:6]([S:9][CH2:10][CH2:11][NH:12][C:14]([N:32]2[CH2:37][CH2:36][O:35][CH2:34][CH2:33]2)=[O:16])=[CH:5][CH:4]=1. Given the reactants [CH3:1][O:2][C:3]1[CH:8]=[CH:7][C:6]([S:9][CH2:10][CH2:11][NH2:12])=[CH:5][CH:4]=1.Cl[C:14](Cl)([O:16]C(=O)OC(Cl)(Cl)Cl)Cl.C(N(CC)CC)C.[NH:32]1[CH2:37][CH2:36][O:35][CH2:34][CH2:33]1, predict the reaction product. (3) Given the reactants [CH3:1][CH2:2][O:3][CH2:4][CH3:5].[Br:6][C:7]1[CH:8]=[CH:9]C(O)=C([CH:14]=1)C=O.[N+](=C[C:19]([O:21][CH2:22][CH3:23])=[O:20])=[N-].N#N.OS(O)(=O)=O.C([O-])([O-])=O.[Na+].[Na+], predict the reaction product. The product is: [Br:6][C:7]1[CH:14]=[CH:5][C:4]2[O:3][CH:2]=[C:1]([C:19]([O:21][CH2:22][CH3:23])=[O:20])[C:9]=2[CH:8]=1. (4) Given the reactants [S:1]1[C:5]2[CH:6]=[C:7]([C:9](OC)=[O:10])[NH:8][C:4]=2[N:3]=[CH:2]1.[H-].[H-].[H-].[H-].[Li+].[Al+3], predict the reaction product. The product is: [S:1]1[C:5]2[CH:6]=[C:7]([CH2:9][OH:10])[NH:8][C:4]=2[N:3]=[CH:2]1. (5) The product is: [F:22][CH:2]([F:1])[C:3]1[C:8]([C:9]([O:11][CH3:12])=[O:10])=[C:7]([CH2:13][CH:14]([CH3:16])[CH3:15])[C:6]([S:17][CH:24]2[CH2:25][CH2:26][CH2:27][O:23]2)=[C:5]([C:18]([F:21])([F:20])[F:19])[N:4]=1. Given the reactants [F:1][CH:2]([F:22])[C:3]1[C:8]([C:9]([O:11][CH3:12])=[O:10])=[C:7]([CH2:13][CH:14]([CH3:16])[CH3:15])[C:6]([SH:17])=[C:5]([C:18]([F:21])([F:20])[F:19])[N:4]=1.[O:23]1[CH:27]=[CH:26][CH2:25][CH2:24]1, predict the reaction product. (6) Given the reactants [CH2:1]([N:3]([CH2:6][CH3:7])[CH2:4][CH3:5])C.[H-].[Na+].[N:10]1([S:19]([C:22]2[CH:32]=[CH:31][C:25]3CCNCC[C:24]=3[CH:23]=2)(=[O:21])=[O:20])[C:18]2[C:13](=[CH:14][CH:15]=[CH:16][CH:17]=2)[CH:12]=[CH:11]1.IC.[NH4+].[Cl-].[OH-].[Na+], predict the reaction product. The product is: [N:10]1([S:19]([C:22]2[CH:32]=[CH:31][C:25]3[CH2:5][CH2:4][N:3]([CH3:1])[CH2:6][CH2:7][C:24]=3[CH:23]=2)(=[O:20])=[O:21])[C:18]2[C:13](=[CH:14][CH:15]=[CH:16][CH:17]=2)[CH:12]=[CH:11]1. (7) Given the reactants [CH3:1][O:2][C:3]1[CH:49]=[CH:48][C:6]([C:7]([O:22][CH2:23][C@H:24]2[O:28][C@@H:27]([N:29]3[CH:39]=[CH:38][C:33]([NH:34][C:35](=[O:37])[CH3:36])=[N:32][C:30]3=[O:31])[C@H:26]([O:40][CH2:41][CH2:42][C:43](=[O:46])[NH:44][CH3:45])[C@@H:25]2[OH:47])([C:16]2[CH:21]=[CH:20][CH:19]=[CH:18][CH:17]=2)[C:8]2[CH:13]=[CH:12][C:11]([O:14][CH3:15])=[CH:10][CH:9]=2)=[CH:5][CH:4]=1.C(N(C(C)C)[P:54]([N:61]([CH:65]([CH3:67])[CH3:66])[CH:62]([CH3:64])[CH3:63])[O:55]OCCC#N)(C)C.[NH:71]1[C-:75]=NN=N1.[CH:76]([NH2+]C(C)C)(C)[CH3:77], predict the reaction product. The product is: [C:75]([CH2:76][CH2:77][PH:54]([O:47][C@@H:25]1[C@@H:24]([CH2:23][O:22][C:7]([C:16]2[CH:17]=[CH:18][CH:19]=[CH:20][CH:21]=2)([C:8]2[CH:13]=[CH:12][C:11]([O:14][CH3:15])=[CH:10][CH:9]=2)[C:6]2[CH:48]=[CH:49][C:3]([O:2][CH3:1])=[CH:4][CH:5]=2)[O:28][C@@H:27]([N:29]2[CH:39]=[CH:38][C:33]([NH:34][C:35](=[O:37])[CH3:36])=[N:32][C:30]2=[O:31])[C@@H:26]1[O:40][CH2:41][CH2:42][C:43](=[O:46])[NH:44][CH3:45])([N:61]([CH:62]([CH3:63])[CH3:64])[CH:65]([CH3:66])[CH3:67])[OH:55])#[N:71]. (8) Given the reactants Br[C:2]1[C:3]([F:21])=[C:4]([F:20])[C:5]([NH:12][C:13]2[CH:18]=[CH:17][CH:16]=[CH:15][C:14]=2[Cl:19])=[C:6]([CH:11]=1)[C:7]([O:9][CH3:10])=[O:8].C(N(CC)C(C)C)(C)C.CC1(C)C2C(=C(P(C3C=CC=CC=3)C3C=CC=CC=3)C=CC=2)OC2C(P(C3C=CC=CC=3)C3C=CC=CC=3)=CC=CC1=2.[CH2:73]([SH:80])[C:74]1[CH:79]=[CH:78][CH:77]=[CH:76][CH:75]=1, predict the reaction product. The product is: [CH2:73]([S:80][C:2]1[C:3]([F:21])=[C:4]([F:20])[C:5]([NH:12][C:13]2[CH:18]=[CH:17][CH:16]=[CH:15][C:14]=2[Cl:19])=[C:6]([CH:11]=1)[C:7]([O:9][CH3:10])=[O:8])[C:74]1[CH:79]=[CH:78][CH:77]=[CH:76][CH:75]=1.